From a dataset of Forward reaction prediction with 1.9M reactions from USPTO patents (1976-2016). Predict the product of the given reaction. (1) Given the reactants [CH:1]([C:4]1[O:8][N:7]=[C:6]([C:9](OCC)=[O:10])[CH:5]=1)([CH3:3])[CH3:2].[BH4-].[Na+].O, predict the reaction product. The product is: [CH:1]([C:4]1[O:8][N:7]=[C:6]([CH2:9][OH:10])[CH:5]=1)([CH3:3])[CH3:2]. (2) Given the reactants [C:1]1([S:11]([NH2:14])(=[O:13])=[O:12])[C:2]([S:7]([NH2:10])(=[O:9])=[O:8])=[CH:3][CH:4]=[CH:5][CH:6]=1.[Br:15][C:16]1[C:25]2[C:20](=[CH:21][CH:22]=[CH:23][CH:24]=2)[C:19]([C:26](O)=[O:27])=[CH:18][CH:17]=1.Cl.C(N=C=NCCCN(C)C)C.O, predict the reaction product. The product is: [Br:15][C:16]1[C:25]2[C:20](=[CH:21][CH:22]=[CH:23][CH:24]=2)[C:19]([C:26]([NH:10][S:7]([C:2]2[CH:3]=[CH:4][CH:5]=[CH:6][C:1]=2[S:11](=[O:13])(=[O:12])[NH2:14])(=[O:9])=[O:8])=[O:27])=[CH:18][CH:17]=1. (3) Given the reactants [F:1][C:2]1[CH:7]=[C:6]([F:8])[CH:5]=[CH:4][C:3]=1[N:9]1[C:13]([C:14]2[S:23][C:22]3[C:21]4[N:24]=[C:25]([C:28]#[C:29][CH:30]([OH:32])[CH3:31])[CH:26]=[CH:27][C:20]=4[O:19][CH2:18][CH2:17][C:16]=3[CH:15]=2)=[N:12][CH:11]=[N:10]1.ClC1C=CC2OCCC3C=C(C4N(C5C=CC(F)=CC=5F)N=CN=4)SC=3C=2N=1.CC(O)C#C, predict the reaction product. The product is: [F:1][C:2]1[CH:7]=[C:6]([F:8])[CH:5]=[CH:4][C:3]=1[N:9]1[C:13]([C:14]2[S:23][C:22]3[C:21]4[N:24]=[C:25]([CH2:28][CH2:29][CH:30]([OH:32])[CH3:31])[CH:26]=[CH:27][C:20]=4[O:19][CH2:18][CH2:17][C:16]=3[CH:15]=2)=[N:12][CH:11]=[N:10]1. (4) Given the reactants [S:1]1[C:5]2[CH:6]=[CH:7][CH:8]=[CH:9][C:4]=2[CH:3]=[CH:2]1.[CH2:10]([O:14]C(Cl)Cl)CCC, predict the reaction product. The product is: [S:1]1[C:5]2[CH:6]=[CH:7][CH:8]=[CH:9][C:4]=2[C:3]([CH:10]=[O:14])=[CH:2]1. (5) Given the reactants [Cl:1][C:2]1[CH:7]=[CH:6][C:5]([C:8]2[C:13]([O:14][CH2:15][C:16]([F:19])([F:18])[F:17])=[CH:12][N:11]=[C:10]([C:20](O)=[O:21])[CH:9]=2)=[CH:4][CH:3]=1.Cl.[CH3:24][O:25]/[N:26]=[C:27]1/[C@@H:28]([NH2:33])[CH2:29][CH2:30][CH2:31][CH2:32]/1.CN(C(ON1N=NC2C=CC=CC1=2)=[N+](C)C)C.[B-](F)(F)(F)F.C(N(CC)C(C)C)(C)C, predict the reaction product. The product is: [CH3:24][O:25]/[N:26]=[C:27]1/[C@@H:28]([NH:33][C:20]([C:10]2[CH:9]=[C:8]([C:5]3[CH:4]=[CH:3][C:2]([Cl:1])=[CH:7][CH:6]=3)[C:13]([O:14][CH2:15][C:16]([F:19])([F:18])[F:17])=[CH:12][N:11]=2)=[O:21])[CH2:29][CH2:30][CH2:31][CH2:32]/1. (6) Given the reactants [OH:1][CH2:2][C@@H:3]([C@@H:5]([C@@H:7]([CH2:9][CH2:10][CH2:11][CH2:12][CH2:13][CH2:14][CH2:15][CH2:16][CH2:17][CH2:18][CH2:19][CH2:20][CH2:21][CH3:22])[OH:8])[OH:6])[NH2:4].C(N(CC)CC)C.[C:30](O[C:30]([O:32][C:33]([CH3:36])([CH3:35])[CH3:34])=[O:31])([O:32][C:33]([CH3:36])([CH3:35])[CH3:34])=[O:31], predict the reaction product. The product is: [C:33]([O:32][C:30]([NH:4][C@H:3]([C@@H:5]([C@@H:7]([CH2:9][CH2:10][CH2:11][CH2:12][CH2:13][CH2:14][CH2:15][CH2:16][CH2:17][CH2:18][CH2:19][CH2:20][CH2:21][CH3:22])[OH:8])[OH:6])[CH2:2][OH:1])=[O:31])([CH3:36])([CH3:35])[CH3:34].